This data is from NCI-60 drug combinations with 297,098 pairs across 59 cell lines. The task is: Regression. Given two drug SMILES strings and cell line genomic features, predict the synergy score measuring deviation from expected non-interaction effect. (1) Drug 1: CC1C(C(CC(O1)OC2CC(CC3=C2C(=C4C(=C3O)C(=O)C5=C(C4=O)C(=CC=C5)OC)O)(C(=O)C)O)N)O.Cl. Drug 2: CC(C1=C(C=CC(=C1Cl)F)Cl)OC2=C(N=CC(=C2)C3=CN(N=C3)C4CCNCC4)N. Cell line: UACC-257. Synergy scores: CSS=-5.13, Synergy_ZIP=-0.592, Synergy_Bliss=-3.19, Synergy_Loewe=-9.27, Synergy_HSA=-5.43. (2) Drug 1: CN(C)N=NC1=C(NC=N1)C(=O)N. Drug 2: CN1C(=O)N2C=NC(=C2N=N1)C(=O)N. Cell line: EKVX. Synergy scores: CSS=0.203, Synergy_ZIP=3.16, Synergy_Bliss=5.66, Synergy_Loewe=2.46, Synergy_HSA=0.391.